From a dataset of Peptide-MHC class II binding affinity with 134,281 pairs from IEDB. Regression. Given a peptide amino acid sequence and an MHC pseudo amino acid sequence, predict their binding affinity value. This is MHC class II binding data. (1) The peptide sequence is FVAGAKYMVIQGEPG. The MHC is DRB1_0301 with pseudo-sequence DRB1_0301. The binding affinity (normalized) is 0.108. (2) The peptide sequence is GLVTEFPSTAAAYFR. The MHC is DRB1_0901 with pseudo-sequence DRB1_0901. The binding affinity (normalized) is 0.656.